This data is from Forward reaction prediction with 1.9M reactions from USPTO patents (1976-2016). The task is: Predict the product of the given reaction. (1) Given the reactants [CH2:1]([O:3][C:4]([CH:6]1[CH2:12][CH2:11][N:10]([S:13]([C:16]2[CH:21]=[CH:20][C:19]([CH3:22])=[CH:18][CH:17]=2)(=[O:15])=[O:14])[C:9]2[CH:23]=[CH:24][CH:25]=[CH:26][C:8]=2[C:7]1=[O:27])=[O:5])[CH3:2].Br[CH2:29][CH2:30][N:31]1[C:35](=[O:36])[C:34]2=[CH:37][CH:38]=[CH:39][CH:40]=[C:33]2[C:32]1=[O:41], predict the reaction product. The product is: [CH2:1]([O:3][C:4]([C:6]1([CH2:29][CH2:30][N:31]2[C:32](=[O:41])[C:33]3[C:34](=[CH:37][CH:38]=[CH:39][CH:40]=3)[C:35]2=[O:36])[CH2:12][CH2:11][N:10]([S:13]([C:16]2[CH:21]=[CH:20][C:19]([CH3:22])=[CH:18][CH:17]=2)(=[O:14])=[O:15])[C:9]2[CH:23]=[CH:24][CH:25]=[CH:26][C:8]=2[C:7]1=[O:27])=[O:5])[CH3:2]. (2) Given the reactants [Cl:1][C:2]1[CH:3]=[C:4]2[C:9](=[C:10]([I:12])[CH:11]=1)[N:8]=[CH:7][NH:6][C:5]2=O.S(Cl)([Cl:16])=O, predict the reaction product. The product is: [Cl:16][C:5]1[C:4]2[C:9](=[C:10]([I:12])[CH:11]=[C:2]([Cl:1])[CH:3]=2)[N:8]=[CH:7][N:6]=1. (3) The product is: [F:1][C:2]1[CH:3]=[CH:4][C:5]([CH:8]([CH3:25])[CH2:9][N:10]2[C:18]3[CH:17]=[CH:16][C:15]([CH3:19])=[CH:14][C:13]=3[C:12]3[CH2:20][N:21]([CH3:24])[CH2:22][CH2:23][C:11]2=3)=[CH:6][CH:7]=1. Given the reactants [F:1][C:2]1[CH:7]=[CH:6][C:5](/[C:8](/[CH3:25])=[CH:9]\[N:10]2[C:18]3[CH:17]=[CH:16][C:15]([CH3:19])=[CH:14][C:13]=3[C:12]3[CH2:20][N:21]([CH3:24])[CH2:22][CH2:23][C:11]2=3)=[CH:4][CH:3]=1.FC1C=CC(C(=C)CN2C3C=CC(C)=CC=3C3CN(C)CCC2=3)=CC=1, predict the reaction product. (4) Given the reactants [Br:1][C:2]1[CH:3]=[N:4][C:5]2[N:6]([N:8]=[C:9]([C:11](N3CCC4C=CNC=4C3C)=[O:12])[CH:10]=2)[CH:7]=1.[CH3:23][CH:24]1[C:29]2[N:30]=[C:31]([C:33]([F:36])([F:35])[F:34])[O:32][C:28]=2[CH2:27][CH2:26][NH:25]1, predict the reaction product. The product is: [Br:1][C:2]1[CH:3]=[N:4][C:5]2[N:6]([N:8]=[C:9]([C:11]([N:25]3[CH2:26][CH2:27][C:28]4[O:32][C:31]([C:33]([F:36])([F:34])[F:35])=[N:30][C:29]=4[CH:24]3[CH3:23])=[O:12])[CH:10]=2)[CH:7]=1. (5) Given the reactants [CH3:1][C:2]1O[C:4](=[O:12])[C:5]2[CH:11]=[CH:10][CH:9]=[CH:8][C:6]=2[N:7]=1.[NH2:13][C:14]1[CH:15]=[C:16](O)[CH:17]=[CH:18][CH:19]=1.[C:21]([OH:24])(=[O:23])C, predict the reaction product. The product is: [CH3:1][C:2]1[N:13]([C:14]2[CH:19]=[CH:18][CH:17]=[C:16]([C:21]([OH:24])=[O:23])[CH:15]=2)[C:4](=[O:12])[C:5]2[C:6](=[CH:8][CH:9]=[CH:10][CH:11]=2)[N:7]=1. (6) Given the reactants C([O:3][C:4]([C:6]1[C:7]([CH3:14])=[CH:8][N:9]2[CH:13]=[CH:12][S:11][C:10]=12)=[O:5])C.[OH-].[Na+], predict the reaction product. The product is: [CH3:14][C:7]1[C:6]([C:4]([OH:5])=[O:3])=[C:10]2[N:9]([CH:8]=1)[CH:13]=[CH:12][S:11]2. (7) Given the reactants Cl[CH2:2][O:3][CH3:4].[CH3:5][C@:6]12[CH2:22][CH2:21][C@H:20]3[C@@H:11]([C@H:12]([CH2:24][CH2:25][CH2:26][CH2:27][O:28][CH2:29][CH2:30][O:31][CH2:32][CH2:33][O:34][CH2:35][CH2:36][O:37][CH2:38][CH2:39][O:40][CH2:41][C:42]4[CH:47]=[CH:46][CH:45]=[CH:44][CH:43]=4)[CH2:13][C:14]4[CH:15]=[C:16]([OH:23])[CH:17]=[CH:18][C:19]=43)[C@@H:10]1[CH2:9][CH2:8][C@@H:7]2[OH:48].CCN(C(C)C)C(C)C.C1[CH2:62][O:61][CH2:60]C1, predict the reaction product. The product is: [CH3:4][O:3][CH2:2][O:23][C:16]1[CH:17]=[CH:18][C:19]2[C@@H:20]3[C@@H:11]([C@H:12]([CH2:24][CH2:25][CH2:26][CH2:27][O:28][CH2:29][CH2:30][O:31][CH2:32][CH2:33][O:34][CH2:35][CH2:36][O:37][CH2:38][CH2:39][O:40][CH2:41][C:42]4[CH:43]=[CH:44][CH:45]=[CH:46][CH:47]=4)[CH2:13][C:14]=2[CH:15]=1)[C@H:10]1[C@@:6]([CH3:5])([C@@H:7]([O:48][CH2:60][O:61][CH3:62])[CH2:8][CH2:9]1)[CH2:22][CH2:21]3.